Dataset: Catalyst prediction with 721,799 reactions and 888 catalyst types from USPTO. Task: Predict which catalyst facilitates the given reaction. Reactant: [Cl:1][C:2]1[CH:7]=[CH:6][C:5](/[CH:8]=[C:9](\[CH3:14])/[C:10]([O:12][CH3:13])=[O:11])=[CH:4][CH:3]=1.C(O)(C(F)(F)F)=O.CO[CH2:24][N:25]([CH2:31][C:32]1[CH:37]=[CH:36][CH:35]=[CH:34][CH:33]=1)[CH2:26][Si](C)(C)C.CCN(CC)CC. Product: [CH3:13][O:12][C:10]([C:9]1([CH3:14])[CH:8]([C:5]2[CH:4]=[CH:3][C:2]([Cl:1])=[CH:7][CH:6]=2)[CH2:24][N:25]([CH2:31][C:32]2[CH:33]=[CH:34][CH:35]=[CH:36][CH:37]=2)[CH2:26]1)=[O:11]. The catalyst class is: 2.